From a dataset of NCI-60 drug combinations with 297,098 pairs across 59 cell lines. Regression. Given two drug SMILES strings and cell line genomic features, predict the synergy score measuring deviation from expected non-interaction effect. (1) Drug 1: C1=CC(=CC=C1CC(C(=O)O)N)N(CCCl)CCCl.Cl. Drug 2: CC1CCCC2(C(O2)CC(NC(=O)CC(C(C(=O)C(C1O)C)(C)C)O)C(=CC3=CSC(=N3)C)C)C. Cell line: HT29. Synergy scores: CSS=17.1, Synergy_ZIP=-3.74, Synergy_Bliss=0.279, Synergy_Loewe=-8.12, Synergy_HSA=-3.28. (2) Drug 1: C1=NC2=C(N=C(N=C2N1C3C(C(C(O3)CO)O)F)Cl)N. Drug 2: COCCOC1=C(C=C2C(=C1)C(=NC=N2)NC3=CC=CC(=C3)C#C)OCCOC.Cl. Cell line: HCT116. Synergy scores: CSS=36.3, Synergy_ZIP=2.21, Synergy_Bliss=4.44, Synergy_Loewe=-10.3, Synergy_HSA=2.35. (3) Drug 1: CCC1=C2CN3C(=CC4=C(C3=O)COC(=O)C4(CC)O)C2=NC5=C1C=C(C=C5)O. Drug 2: CNC(=O)C1=NC=CC(=C1)OC2=CC=C(C=C2)NC(=O)NC3=CC(=C(C=C3)Cl)C(F)(F)F. Cell line: 786-0. Synergy scores: CSS=11.5, Synergy_ZIP=-0.723, Synergy_Bliss=2.62, Synergy_Loewe=-29.6, Synergy_HSA=0.921. (4) Drug 1: C1=CN(C=N1)CC(O)(P(=O)(O)O)P(=O)(O)O. Drug 2: C1CC(=O)NC(=O)C1N2C(=O)C3=CC=CC=C3C2=O. Cell line: RPMI-8226. Synergy scores: CSS=5.25, Synergy_ZIP=-2.28, Synergy_Bliss=-1.18, Synergy_Loewe=4.88, Synergy_HSA=1.88. (5) Drug 1: CN1C2=C(C=C(C=C2)N(CCCl)CCCl)N=C1CCCC(=O)O.Cl. Drug 2: CN(CCCl)CCCl.Cl. Cell line: SF-539. Synergy scores: CSS=1.54, Synergy_ZIP=-1.53, Synergy_Bliss=2.59, Synergy_Loewe=-21.2, Synergy_HSA=-3.40. (6) Cell line: SK-MEL-5. Drug 1: C1CC(C1)(C(=O)O)C(=O)O.[NH2-].[NH2-].[Pt+2]. Drug 2: CN1C(=O)N2C=NC(=C2N=N1)C(=O)N. Synergy scores: CSS=19.2, Synergy_ZIP=-1.95, Synergy_Bliss=2.33, Synergy_Loewe=-9.02, Synergy_HSA=-1.57.